This data is from Reaction yield outcomes from USPTO patents with 853,638 reactions. The task is: Predict the reaction yield, written as a fraction of the theoretical maximum amount of product (1.0 means a 100% yield; for example, 0.34 means a 34% yield). (1) The reactants are [Cl:1][C:2]1[CH:7]=[C:6]([CH3:8])[N:5]=[C:4]([NH2:9])[N:3]=1.CO.[I:12]N1C(=O)CCC1=O. The yield is 0.650. The product is [Cl:1][C:2]1[C:7]([I:12])=[C:6]([CH3:8])[N:5]=[C:4]([NH2:9])[N:3]=1. The catalyst is C(#N)C. (2) The reactants are [OH:1][CH2:2][CH2:3][O:4][C:5]1[C:10]([CH3:11])=[CH:9][C:8]([C:12]2[NH:21][C:20](=[O:22])[C:19]3[C:14](=[CH:15][C:16]([O:25][CH3:26])=[CH:17][C:18]=3[O:23][CH3:24])[N:13]=2)=[CH:7][C:6]=1[CH3:27].[CH2:28]([N:31]=[C:32]=[O:33])[CH2:29][CH3:30]. The catalyst is C1COCC1. The product is [CH2:28]([NH:31][C:32](=[O:33])[O:1][CH2:2][CH2:3][O:4][C:5]1[C:10]([CH3:11])=[CH:9][C:8]([C:12]2[NH:21][C:20](=[O:22])[C:19]3[C:14](=[CH:15][C:16]([O:25][CH3:26])=[CH:17][C:18]=3[O:23][CH3:24])[N:13]=2)=[CH:7][C:6]=1[CH3:27])[CH2:29][CH3:30]. The yield is 0.410. (3) The yield is 0.700. The reactants are [C:1]([O-:4])(=[O:3])[CH3:2].[Na+].[CH3:6][Si:7]([CH3:10])(Cl)Cl. The catalyst is C(OCC)C. The product is [C:1]([O:4][Si:7]([O:4][C:1](=[O:3])[CH3:2])([CH3:10])[CH3:6])(=[O:3])[CH3:2]. (4) The reactants are [NH2:1][C:2]1[C:3]([C:20]([NH:22][NH2:23])=[O:21])=[N:4][C:5]([C:8]2[CH:13]=[CH:12][C:11]([S:14]([CH:17]([CH3:19])[CH3:18])(=[O:16])=[O:15])=[CH:10][CH:9]=2)=[CH:6][N:7]=1.CCN(CC)CC.Cl[C:32](=[O:38])[C:33]([O:35][CH2:36][CH3:37])=[O:34]. The catalyst is C1COCC1. The product is [NH2:1][C:2]1[C:3]([C:20]([NH:22][NH:23][C:32](=[O:38])[C:33]([O:35][CH2:36][CH3:37])=[O:34])=[O:21])=[N:4][C:5]([C:8]2[CH:9]=[CH:10][C:11]([S:14]([CH:17]([CH3:19])[CH3:18])(=[O:15])=[O:16])=[CH:12][CH:13]=2)=[CH:6][N:7]=1. The yield is 0.580. (5) The reactants are [F:1][C:2]1[CH:7]=[C:6]([F:8])[CH:5]=[CH:4][C:3]=1[N:9]1[CH2:14][CH2:13][NH:12][CH2:11][CH2:10]1.C(N(CC)CC)C.Cl[C:23]([O:25][C:26]1[CH:31]=[CH:30][C:29]([N+:32]([O-:34])=[O:33])=[CH:28][CH:27]=1)=[O:24]. The catalyst is C1COCC1. The product is [N+:32]([C:29]1[CH:28]=[CH:27][C:26]([O:25][C:23]([N:12]2[CH2:11][CH2:10][N:9]([C:3]3[CH:4]=[CH:5][C:6]([F:8])=[CH:7][C:2]=3[F:1])[CH2:14][CH2:13]2)=[O:24])=[CH:31][CH:30]=1)([O-:34])=[O:33]. The yield is 0.630.